This data is from Full USPTO retrosynthesis dataset with 1.9M reactions from patents (1976-2016). The task is: Predict the reactants needed to synthesize the given product. (1) Given the product [CH2:1]([N:8]([CH2:16][CH:17]([CH3:19])[CH3:18])[C:9]1[CH:10]=[C:11]2[C:12]([CH:30]=[C:24]([C:25]([O:27][CH2:28][CH3:29])=[O:26])[C:23](=[O:22])[O:15]2)=[CH:13][CH:14]=1)[C:2]1[CH:3]=[CH:4][CH:5]=[CH:6][CH:7]=1, predict the reactants needed to synthesize it. The reactants are: [CH2:1]([N:8]([CH2:16][CH:17]([CH3:19])[CH3:18])[C:9]1[CH:10]=[C:11]([OH:15])[CH:12]=[CH:13][CH:14]=1)[C:2]1[CH:7]=[CH:6][CH:5]=[CH:4][CH:3]=1.C([O:22][CH:23]=[C:24]([C:30](OCC)=O)[C:25]([O:27][CH2:28][CH3:29])=[O:26])C.C1COCC1. (2) Given the product [Cl:42][C:39]1[S:38][C:37]([C:35]2[N:32]=[C:28]3[CH:27]=[C:26]([NH:25][CH3:24])[CH:31]=[CH:30][N:29]3[CH:34]=2)=[CH:41][CH:40]=1, predict the reactants needed to synthesize it. The reactants are: C(O)(=O)C.CNC1C=CN2C=C(C3C=CC(CO)=CC=3)N=C2C=1.[CH3:24][NH:25][C:26]1[CH:31]=[CH:30][N:29]=[C:28]([NH2:32])[CH:27]=1.Br[CH2:34][C:35]([C:37]1[S:38][C:39]([Cl:42])=[CH:40][CH:41]=1)=O. (3) Given the product [CH2:8]([N:5]1[C:6]([B:16]2[O:20][C:19]([CH3:22])([CH3:21])[C:18]([CH3:24])([CH3:23])[O:17]2)=[CH:2][CH:3]=[N:4]1)[CH3:9], predict the reactants needed to synthesize it. The reactants are: C[C:2]1[CH:3]=[N:4][NH:5][CH:6]=1.[Li][CH2:8][CH2:9]CC.C(O[B:16]1[O:20][C:19]([CH3:22])([CH3:21])[C:18]([CH3:24])([CH3:23])[O:17]1)(C)C. (4) Given the product [C:31]1([CH3:34])[CH:30]=[CH:29][C:28]([CH:26]([C:23]2[CH:22]=[CH:21][C:20]([CH3:35])=[CH:25][CH:24]=2)[NH:27][C:16](=[O:18])[CH2:15][C:12]2[CH:11]=[CH:10][C:9]([O:8][CH2:7][C:6]3[C:2]([CH3:1])=[N:3][O:4][C:5]=3[CH3:19])=[CH:14][CH:13]=2)=[CH:33][CH:32]=1, predict the reactants needed to synthesize it. The reactants are: [CH3:1][C:2]1[C:6]([CH2:7][O:8][C:9]2[CH:14]=[CH:13][C:12]([CH2:15][C:16]([OH:18])=O)=[CH:11][CH:10]=2)=[C:5]([CH3:19])[O:4][N:3]=1.[C:20]1([CH3:35])[CH:25]=[CH:24][C:23]([CH:26]([C:28]2[CH:33]=[CH:32][C:31]([CH3:34])=[CH:30][CH:29]=2)[NH2:27])=[CH:22][CH:21]=1.CCN(C(C)C)C(C)C.C(Cl)CCl.C1C=CC2N(O)N=NC=2C=1. (5) The reactants are: [CH3:1][C:2]1([CH3:10])[C:7](=[O:8])[CH2:6][C:5](=O)[CH2:4][O:3]1.S(=O)(=O)(O)O.[NH3:16]. Given the product [NH2:16][C:5]1[CH2:4][O:3][C:2]([CH3:10])([CH3:1])[C:7](=[O:8])[CH:6]=1, predict the reactants needed to synthesize it. (6) Given the product [CH:44]1([CH:47]([C:54]2[CH:59]=[CH:58][CH:57]=[C:56]([CH2:60][O:16][C:13]3[CH:14]=[CH:15][C:10]([C:3]4[CH:4]=[C:5]([O:8][CH3:9])[CH:6]=[CH:7][C:2]=4[F:1])=[CH:11][C:12]=3[CH:17]([O:23][CH3:24])[CH2:18][C:19]([CH3:20])([CH3:21])[CH3:22])[CH:55]=2)[CH2:48][C:49]([O:51][CH2:52][CH3:53])=[O:50])[CH2:46][CH2:45]1, predict the reactants needed to synthesize it. The reactants are: [F:1][C:2]1[CH:7]=[CH:6][C:5]([O:8][CH3:9])=[CH:4][C:3]=1[C:10]1[CH:15]=[CH:14][C:13]([OH:16])=[C:12]([CH:17]([O:23][CH3:24])[CH2:18][C:19]([CH3:22])([CH3:21])[CH3:20])[CH:11]=1.C1(P(C2C=CC=CC=2)C2C=CC=CC=2)C=CC=CC=1.[CH:44]1([CH:47]([C:54]2[CH:59]=[CH:58][CH:57]=[C:56]([CH2:60]O)[CH:55]=2)[CH2:48][C:49]([O:51][CH2:52][CH3:53])=[O:50])[CH2:46][CH2:45]1.N(C(OCC)=O)=NC(OCC)=O.